From a dataset of Forward reaction prediction with 1.9M reactions from USPTO patents (1976-2016). Predict the product of the given reaction. (1) Given the reactants [N+:1]([C:4]1[CH:13]=[CH:12][CH:11]=[C:10]2[C:5]=1[CH:6]=[CH:7][C:8](Cl)=[N:9]2)([O-])=O.[CH3:15][C:16]1[O:17][C:18]2[C:24]([NH2:25])=[CH:23][CH:22]=[CH:21][C:19]=2[CH:20]=1.[F:26][C:27]1[CH:32]=[CH:31][C:30]([S:33](Cl)(=[O:35])=[O:34])=[CH:29][CH:28]=1, predict the reaction product. The product is: [F:26][C:27]1[CH:32]=[CH:31][C:30]([S:33]([NH:1][C:4]2[CH:13]=[CH:12][CH:11]=[C:10]3[C:5]=2[CH:6]=[CH:7][C:8]([NH:25][C:24]2[C:18]4[O:17][C:16]([CH3:15])=[CH:20][C:19]=4[CH:21]=[CH:22][CH:23]=2)=[N:9]3)(=[O:35])=[O:34])=[CH:29][CH:28]=1. (2) Given the reactants [CH3:1][C:2]1[CH:11]=[CH:10][C:5]2[NH:6][C:7](=[S:9])[O:8][C:4]=2[CH:3]=1.IC.[C:14](=O)([O-])[O-].[K+].[K+], predict the reaction product. The product is: [CH3:1][C:2]1[CH:11]=[CH:10][C:5]2[N:6]=[C:7]([S:9][CH3:14])[O:8][C:4]=2[CH:3]=1.